From a dataset of Peptide-MHC class I binding affinity with 185,985 pairs from IEDB/IMGT. Regression. Given a peptide amino acid sequence and an MHC pseudo amino acid sequence, predict their binding affinity value. This is MHC class I binding data. (1) The peptide sequence is QGKQHLHSL. The MHC is HLA-B07:02 with pseudo-sequence HLA-B07:02. The binding affinity (normalized) is 0.0847. (2) The peptide sequence is AVREATAAF. The MHC is HLA-B35:01 with pseudo-sequence HLA-B35:01. The binding affinity (normalized) is 0.692. (3) The peptide sequence is CYMHVSDFY. The MHC is HLA-B57:01 with pseudo-sequence HLA-B57:01. The binding affinity (normalized) is 0.0847. (4) The peptide sequence is MSYKLAIDMS. The MHC is Mamu-A02 with pseudo-sequence Mamu-A02. The binding affinity (normalized) is 0.167. (5) The peptide sequence is REIGFIVPG. The MHC is HLA-B40:02 with pseudo-sequence HLA-B40:02. The binding affinity (normalized) is 0.578. (6) The peptide sequence is AIMVASDVCK. The MHC is HLA-A03:01 with pseudo-sequence HLA-A03:01. The binding affinity (normalized) is 0.646. (7) The peptide sequence is TEAILQLG. The MHC is H-2-Db with pseudo-sequence H-2-Db. The binding affinity (normalized) is 0.